Dataset: Reaction yield outcomes from USPTO patents with 853,638 reactions. Task: Predict the reaction yield, written as a fraction of the theoretical maximum amount of product (1.0 means a 100% yield; for example, 0.34 means a 34% yield). (1) The reactants are Cl[C:2]1[N:3]=[CH:4][C:5]2[CH:10]=[C:9]([C:11]3[O:15][CH:14]=[N:13][CH:12]=3)[N:8]([CH:16]3[CH2:20][CH2:19][CH2:18][CH2:17]3)[C:6]=2[N:7]=1.C(OC([N:28]1[CH2:33][CH2:32][N:31]([C:34]2[CH:35]=[N:36][C:37]([NH2:40])=[CH:38][CH:39]=2)[CH2:30][CH2:29]1)=O)(C)(C)C. No catalyst specified. The product is [CH:16]1([N:8]2[C:6]3[N:7]=[C:2]([NH:40][C:37]4[CH:38]=[CH:39][C:34]([N:31]5[CH2:30][CH2:29][NH:28][CH2:33][CH2:32]5)=[CH:35][N:36]=4)[N:3]=[CH:4][C:5]=3[CH:10]=[C:9]2[C:11]2[O:15][CH:14]=[N:13][CH:12]=2)[CH2:20][CH2:19][CH2:18][CH2:17]1. The yield is 0.240. (2) The reactants are [O:1]1[CH:5]=[CH:4][N:3]=[C:2]1[C:6]1([C:10]2[CH:15]=[CH:14][C:13]([NH2:16])=[CH:12][CH:11]=2)[CH2:9][CH2:8][CH2:7]1.[C:17]([NH:21][C:22]1[CH:27]=[C:26]([C:28]2[CH:33]=[CH:32][CH:31]=[CH:30][CH:29]=2)[N:25]=[C:24](Cl)[N:23]=1)([CH3:20])([CH3:19])[CH3:18]. The catalyst is C(O)CCC.ClCCl. The product is [C:17]([NH:21][C:22]1[CH:27]=[C:26]([C:28]2[CH:33]=[CH:32][CH:31]=[CH:30][CH:29]=2)[N:25]=[C:24]([NH:16][C:13]2[CH:12]=[CH:11][C:10]([C:6]3([C:2]4[O:1][CH:5]=[CH:4][N:3]=4)[CH2:9][CH2:8][CH2:7]3)=[CH:15][CH:14]=2)[N:23]=1)([CH3:20])([CH3:18])[CH3:19]. The yield is 0.190.